Dataset: Full USPTO retrosynthesis dataset with 1.9M reactions from patents (1976-2016). Task: Predict the reactants needed to synthesize the given product. (1) The reactants are: [F:1][C:2]1[CH:10]=[CH:9][CH:8]=[CH:7][C:3]=1[C:4]([OH:6])=O.[CH3:11][N:12]1[CH2:17][CH2:16][N:15]([C:18]2[C:27]3[C:22](=[CH:23][C:24]4[CH2:30][CH2:29][NH:28][C:25]=4[CH:26]=3)[CH:21]=[CH:20][N:19]=2)[CH2:14][CH2:13]1. Given the product [F:1][C:2]1[CH:10]=[CH:9][CH:8]=[CH:7][C:3]=1[C:4]([N:28]1[C:25]2[CH:26]=[C:27]3[C:22]([CH:21]=[CH:20][N:19]=[C:18]3[N:15]3[CH2:14][CH2:13][N:12]([CH3:11])[CH2:17][CH2:16]3)=[CH:23][C:24]=2[CH2:30][CH2:29]1)=[O:6], predict the reactants needed to synthesize it. (2) Given the product [Cl:32][C:33]1[C:48]([F:49])=[C:47]([C:2]2[C:10]3[C:9]([O:11][C@H:12]([CH2:18][C:19]4[CH:24]=[CH:23][CH:22]=[CH:21][C:20]=4[O:25][CH3:26])[C:13]([OH:15])=[O:14])=[N:8][CH:7]=[N:6][C:5]=3[S:4][C:3]=2[C:27]2[O:28][CH:29]=[CH:30][CH:31]=2)[CH:46]=[CH:45][C:34]=1[O:35][CH2:36][CH2:37][N:38]1[CH2:39][CH2:40][N:41]([CH3:44])[CH2:42][CH2:43]1, predict the reactants needed to synthesize it. The reactants are: Br[C:2]1[C:10]2[C:9]([O:11][C@H:12]([CH2:18][C:19]3[CH:24]=[CH:23][CH:22]=[CH:21][C:20]=3[O:25][CH3:26])[C:13]([O:15]CC)=[O:14])=[N:8][CH:7]=[N:6][C:5]=2[S:4][C:3]=1[C:27]1[O:28][CH:29]=[CH:30][CH:31]=1.[Cl:32][C:33]1[C:48]([F:49])=[C:47](B2OC(C)(C)C(C)(C)O2)[CH:46]=[CH:45][C:34]=1[O:35][CH2:36][CH2:37][N:38]1[CH2:43][CH2:42][N:41]([CH3:44])[CH2:40][CH2:39]1.C([O-])([O-])=O.[Cs+].[Cs+]. (3) Given the product [N:1]1([C:7]2[C:8]([C:18]#[N:19])=[N:9][CH:10]=[CH:11][CH:12]=2)[CH2:6][CH2:5][CH2:4][CH2:3][CH2:2]1, predict the reactants needed to synthesize it. The reactants are: [N:1]1([C:7]2[CH:8]=[N+:9]([O-])[CH:10]=[CH:11][CH:12]=2)[CH2:6][CH2:5][CH2:4][CH2:3][CH2:2]1.C[Si]([C:18]#[N:19])(C)C.C(N(CC)CC)C.C([O-])(O)=O.[Na+]. (4) Given the product [Si:15]([O:1][C:2]1[CH:3]=[CH:4][C:5]([CH2:8][CH2:9][C:10]([O:12][CH2:13][CH3:14])=[O:11])=[CH:6][CH:7]=1)([C:18]([CH3:21])([CH3:20])[CH3:19])([CH3:17])[CH3:16], predict the reactants needed to synthesize it. The reactants are: [OH:1][C:2]1[CH:7]=[CH:6][C:5]([CH2:8][CH2:9][C:10]([O:12][CH2:13][CH3:14])=[O:11])=[CH:4][CH:3]=1.[Si:15](Cl)([C:18]([CH3:21])([CH3:20])[CH3:19])([CH3:17])[CH3:16].N1C=CN=C1. (5) Given the product [CH:9]1([CH2:8][NH:12][C:16](=[O:17])[CH:13]([CH3:15])[CH3:14])[CH2:11][CH2:10]1, predict the reactants needed to synthesize it. The reactants are: C(N(CC)CC)C.[CH2:8]([NH2:12])[CH:9]([CH3:11])[CH3:10].[CH:13]1([C:16](Cl)=[O:17])[CH2:15][CH2:14]1.